From a dataset of Full USPTO retrosynthesis dataset with 1.9M reactions from patents (1976-2016). Predict the reactants needed to synthesize the given product. (1) Given the product [CH:11](=[CH:12][C:13](=[O:15])[CH3:14])[C:10]1[CH:16]=[CH:17][CH:7]=[CH:8][CH:9]=1, predict the reactants needed to synthesize it. The reactants are: CNCCO.O[C:7]1[CH:17]=[CH:16][C:10]([CH:11]=[CH:12][C:13](=[O:15])[CH3:14])=[CH:9][CH:8]=1. (2) Given the product [C:32]([O:36][C:37]([NH:39][CH2:40][C:41]1[CH:46]=[C:45]([C:2]2[C:23]([F:24])=[C:22]([NH:25][CH2:26][CH:27]3[CH2:31][CH2:30][CH2:29][O:28]3)[CH:21]=[C:4]([CH2:5][O:6][C:7]3[CH:12]=[CH:11][CH:10]=[CH:9][C:8]=3[CH2:13][C:14]([O:16][C:17]([CH3:19])([CH3:20])[CH3:18])=[O:15])[CH:3]=2)[CH:44]=[CH:43][CH:42]=1)=[O:38])([CH3:35])([CH3:33])[CH3:34], predict the reactants needed to synthesize it. The reactants are: Br[C:2]1[CH:3]=[C:4]([CH:21]=[C:22]([NH:25][CH2:26][CH:27]2[CH2:31][CH2:30][CH2:29][O:28]2)[C:23]=1[F:24])[CH2:5][O:6][C:7]1[CH:12]=[CH:11][CH:10]=[CH:9][C:8]=1[CH2:13][C:14]([O:16][C:17]([CH3:20])([CH3:19])[CH3:18])=[O:15].[C:32]([O:36][C:37]([NH:39][CH2:40][C:41]1[CH:42]=[C:43](B(O)O)[CH:44]=[CH:45][CH:46]=1)=[O:38])([CH3:35])([CH3:34])[CH3:33].C(Cl)Cl.[O-]P([O-])([O-])=O.[K+].[K+].[K+].